From a dataset of Forward reaction prediction with 1.9M reactions from USPTO patents (1976-2016). Predict the product of the given reaction. Given the reactants [Br:1][C:2]1[CH:7]=[CH:6][C:5]([N:8]2[C:12]([C:13]([O:15]C)=[O:14])=[C:11]([CH3:17])[N:10]=[N:9]2)=[C:4]([O:18][CH3:19])[CH:3]=1.O.[OH-].[Li+], predict the reaction product. The product is: [Br:1][C:2]1[CH:7]=[CH:6][C:5]([N:8]2[C:12]([C:13]([OH:15])=[O:14])=[C:11]([CH3:17])[N:10]=[N:9]2)=[C:4]([O:18][CH3:19])[CH:3]=1.